This data is from Reaction yield outcomes from USPTO patents with 853,638 reactions. The task is: Predict the reaction yield, written as a fraction of the theoretical maximum amount of product (1.0 means a 100% yield; for example, 0.34 means a 34% yield). (1) The reactants are [C:1]1([NH2:8])[CH:6]=[CH:5][CH:4]=[CH:3][C:2]=1[NH2:7].[OH:9][C:10]1[CH:11]=[C:12]([CH:18]=[CH:19][CH:20]=1)[CH2:13][CH2:14][C:15](O)=O. The catalyst is Cl. The product is [N:7]1[C:2]2[CH:3]=[CH:4][CH:5]=[CH:6][C:1]=2[NH:8][C:15]=1[CH2:14][CH2:13][C:12]1[CH:11]=[C:10]([OH:9])[CH:20]=[CH:19][CH:18]=1. The yield is 0.800. (2) The reactants are [C:1]([NH:3][C:4](=[N:12][CH2:13][CH2:14][NH:15][C:16]1[N:17]=[C:18]([C:34]2[CH:39]=[CH:38][C:37]([F:40])=[CH:36][C:35]=2[F:41])[C:19]2[CH:25]=[CH:24][C:23](=[O:26])[N:22]([C:27]3[CH:32]=[CH:31][CH:30]=[CH:29][C:28]=3[F:33])[C:20]=2[N:21]=1)OC1C=CC=CC=1)#[N:2].[NH3:42]. The catalyst is C(O)(C)C. The product is [C:1]([NH:3][C:4]([NH:12][CH2:13][CH2:14][NH:15][C:16]1[N:17]=[C:18]([C:34]2[CH:39]=[CH:38][C:37]([F:40])=[CH:36][C:35]=2[F:41])[C:19]2[CH:25]=[CH:24][C:23](=[O:26])[N:22]([C:27]3[CH:32]=[CH:31][CH:30]=[CH:29][C:28]=3[F:33])[C:20]=2[N:21]=1)=[NH:42])#[N:2]. The yield is 0.600.